This data is from Reaction yield outcomes from USPTO patents with 853,638 reactions. The task is: Predict the reaction yield, written as a fraction of the theoretical maximum amount of product (1.0 means a 100% yield; for example, 0.34 means a 34% yield). (1) The catalyst is CN(C=O)C. The reactants are [Cl:1][C:2]1[C:7]([N+:8]([O-:10])=[O:9])=[CH:6][N:5]=[C:4]([NH2:11])[C:3]=1[C:12]#[C:13][Si](C)(C)C.[F-].[K+].C. The yield is 0.710. The product is [Cl:1][C:2]1[C:7]([N+:8]([O-:10])=[O:9])=[CH:6][N:5]=[C:4]([NH2:11])[C:3]=1[C:12]#[CH:13]. (2) The reactants are Br[C:2]1[N:3]=[C:4]2[S:10][C:9]([NH:11][C:12]([CH:14]3[CH2:16][CH2:15]3)=[O:13])=[N:8][C:5]2=[N:6][CH:7]=1.B([C:20]1[CH:28]=[CH:27][C:23]([C:24]([OH:26])=[O:25])=[CH:22][CH:21]=1)(O)O.C([O-])([O-])=O.[Na+].[Na+].C(P(C(C)(C)C)C1C=CC=CC=1C1C(C(C)C)=CC(C(C)C)=CC=1C(C)C)(C)(C)C. The catalyst is O1CCOCC1. The product is [CH:14]1([C:12]([NH:11][C:9]2[S:10][C:4]3[C:5]([N:8]=2)=[N:6][CH:7]=[C:2]([C:20]2[CH:28]=[CH:27][C:23]([C:24]([OH:26])=[O:25])=[CH:22][CH:21]=2)[N:3]=3)=[O:13])[CH2:16][CH2:15]1. The yield is 0.640. (3) The product is [CH3:4][N:5]1[C:13]2[C:8](=[N:9][C:10]([CH:20]([NH2:21])[CH3:1])=[C:11]([N:14]3[CH2:15][CH2:16][O:17][CH2:18][CH2:19]3)[CH:12]=2)[CH:7]=[CH:6]1. The catalyst is C1COCC1. The yield is 0.830. The reactants are [CH3:1][Mg]Br.[CH3:4][N:5]1[C:13]2[C:8](=[N:9][C:10]([C:20]#[N:21])=[C:11]([N:14]3[CH2:19][CH2:18][O:17][CH2:16][CH2:15]3)[CH:12]=2)[CH:7]=[CH:6]1.[BH4-].[Na+]. (4) The reactants are [NH2:1][C@@H:2]1[CH2:7][C:6]([CH2:8][N:9]2[CH2:14][CH2:13][CH:12]([C:15]([O:17]CC)=[O:16])[CH2:11][CH2:10]2)=[CH:5][CH2:4][C@H:3]1[C:20]1[CH:25]=[CH:24][C:23]([Cl:26])=[CH:22][C:21]=1[Cl:27].O1CCCC1.O.[Li+].[OH-].Cl. The catalyst is CCOCC. The product is [NH2:1][C@@H:2]1[CH2:7][C:6]([CH2:8][N:9]2[CH2:14][CH2:13][CH:12]([C:15]([OH:17])=[O:16])[CH2:11][CH2:10]2)=[CH:5][CH2:4][C@H:3]1[C:20]1[CH:25]=[CH:24][C:23]([Cl:26])=[CH:22][C:21]=1[Cl:27]. The yield is 0.750. (5) The reactants are [F:1][C:2]1[CH:3]=[C:4]([Cl:9])[CH:5]=[C:6]([F:8])[CH:7]=1.C([Li])CCC.CCCCCC.CN(C)[CH:23]=[O:24].Cl. The catalyst is O1CCCC1.CCOCC. The product is [Cl:9][C:4]1[CH:3]=[C:2]([F:1])[C:7]([CH:23]=[O:24])=[C:6]([F:8])[CH:5]=1. The yield is 0.960. (6) The reactants are [Br:1][C:2]1[CH:10]=[CH:9][C:5]([C:6]([OH:8])=O)=[CH:4][CH:3]=1.F[P-](F)(F)(F)(F)F.N1C2C=CC=C(O[P+](N3CCCC3)(N3CCCC3)N3CCCC3)C=2N=N1.[NH2:44][C:45]1[CH:50]=[CH:49][CH:48]=[CH:47][C:46]=1[NH:51][C:52](=[O:65])[C:53]1[CH:58]=[CH:57][C:56]([CH:59]2[CH2:64][CH2:63][NH:62][CH2:61][CH2:60]2)=[CH:55][CH:54]=1. The catalyst is CN(C=O)C. The product is [NH2:44][C:45]1[CH:50]=[CH:49][CH:48]=[CH:47][C:46]=1[NH:51][C:52](=[O:65])[C:53]1[CH:58]=[CH:57][C:56]([CH:59]2[CH2:64][CH2:63][N:62]([C:6](=[O:8])[C:5]3[CH:4]=[CH:3][C:2]([Br:1])=[CH:10][CH:9]=3)[CH2:61][CH2:60]2)=[CH:55][CH:54]=1. The yield is 0.180. (7) The reactants are Cl[CH2:2][CH2:3][O:4][C:5](=[O:30])[NH:6][C:7]1[CH:12]=[CH:11][C:10]([C:13]2[N:14]([CH2:28][CH3:29])[C:15]3[C:20]([C:21]=2[C:22]#[N:23])=[CH:19][CH:18]=[C:17]([O:24][CH:25]([CH3:27])[CH3:26])[CH:16]=3)=[CH:9][CH:8]=1.C([O-])([O-])=O.[K+].[K+].O. The catalyst is CN(C=O)C. The product is [CH2:28]([N:14]1[C:15]2[C:20](=[CH:19][CH:18]=[C:17]([O:24][CH:25]([CH3:27])[CH3:26])[CH:16]=2)[C:21]([C:22]#[N:23])=[C:13]1[C:10]1[CH:11]=[CH:12][C:7]([N:6]2[CH2:2][CH2:3][O:4][C:5]2=[O:30])=[CH:8][CH:9]=1)[CH3:29]. The yield is 0.810.